Dataset: Full USPTO retrosynthesis dataset with 1.9M reactions from patents (1976-2016). Task: Predict the reactants needed to synthesize the given product. (1) Given the product [C:19]([Si:23]([O:26][C:27]1[C:32]([Cl:33])=[CH:31][C:30]([B:10]2[O:11][C:12]([CH3:17])([CH3:18])[C:13]([CH3:15])([CH3:16])[O:14]2)=[CH:29][C:28]=1[Cl:34])([CH3:25])[CH3:24])([CH3:22])([CH3:20])[CH3:21], predict the reactants needed to synthesize it. The reactants are: [B:10]1([B:10]2[O:14][C:13]([CH3:16])([CH3:15])[C:12]([CH3:18])([CH3:17])[O:11]2)[O:14][C:13]([CH3:16])([CH3:15])[C:12]([CH3:18])([CH3:17])[O:11]1.[C:19]([Si:23]([O:26][C:27]1[C:32]([Cl:33])=[CH:31][CH:30]=[CH:29][C:28]=1[Cl:34])([CH3:25])[CH3:24])([CH3:22])([CH3:21])[CH3:20]. (2) Given the product [C:1]([NH:4][C:5]1[CH:6]=[CH:7][C:8]([NH:11][C:12]([N:34]2[CH2:35][CH2:36][N:31]([C:29]3[S:28][N:27]=[C:26]([C:20]4[CH:25]=[CH:24][CH:23]=[CH:22][CH:21]=4)[N:30]=3)[CH2:32][CH2:33]2)=[O:19])=[CH:9][CH:10]=1)(=[O:3])[CH3:2], predict the reactants needed to synthesize it. The reactants are: [C:1]([NH:4][C:5]1[CH:10]=[CH:9][C:8]([NH:11][C:12](=[O:19])OCC(Cl)(Cl)Cl)=[CH:7][CH:6]=1)(=[O:3])[CH3:2].[C:20]1([C:26]2[N:30]=[C:29]([N:31]3[CH2:36][CH2:35][NH:34][CH2:33][CH2:32]3)[S:28][N:27]=2)[CH:25]=[CH:24][CH:23]=[CH:22][CH:21]=1.C(N(C(C)C)CC)(C)C.CS(C)=O. (3) Given the product [CH3:16][C:6]1[C:7]([CH:8]([CH2:13][CH2:14][CH3:15])[C:9]([O:11][CH3:12])=[O:10])=[C:2]([C:34]2[CH:35]=[C:36]([F:40])[C:37]([F:39])=[CH:38][C:33]=2[F:32])[N:3]=[C:4]([N:17]2[CH2:22][CH2:21][CH2:20][CH2:19][CH2:18]2)[N:5]=1, predict the reactants needed to synthesize it. The reactants are: Cl[C:2]1[C:7]([CH:8]([CH2:13][CH2:14][CH3:15])[C:9]([O:11][CH3:12])=[O:10])=[C:6]([CH3:16])[N:5]=[C:4]([N:17]2[CH2:22][CH2:21][CH2:20][CH2:19][CH2:18]2)[N:3]=1.C(N(CC)C(C)C)(C)C.[F:32][C:33]1[CH:38]=[C:37]([F:39])[C:36]([F:40])=[CH:35][C:34]=1B(O)O.